From a dataset of Reaction yield outcomes from USPTO patents with 853,638 reactions. Predict the reaction yield, written as a fraction of the theoretical maximum amount of product (1.0 means a 100% yield; for example, 0.34 means a 34% yield). (1) The reactants are [C:1]([N:4]1[C:13]2[C:8](=[CH:9][C:10]([C:14]3[CH:27]=[CH:26][C:17]([C:18]([NH:20][CH2:21][CH2:22][N:23]([CH3:25])[CH3:24])=[O:19])=[CH:16][CH:15]=3)=[CH:11][CH:12]=2)[C@H:7]([NH2:28])[CH2:6][C@@H:5]1[CH3:29])(=[O:3])[CH3:2].Br[C:31]1[N:36]=[CH:35][CH:34]=[CH:33][N:32]=1.CC(C)([O-])C.[Na+].CN(C)C1C=CC=CC=1C1C=CC=CC=1P(C1CCCCC1)C1CCCCC1.[ClH:71]. The catalyst is O1CCOCC1.C1C=CC(/C=C/C(/C=C/C2C=CC=CC=2)=O)=CC=1.C1C=CC(/C=C/C(/C=C/C2C=CC=CC=2)=O)=CC=1.C1C=CC(/C=C/C(/C=C/C2C=CC=CC=2)=O)=CC=1.[Pd].[Pd]. The product is [ClH:71].[C:1]([N:4]1[C:13]2[C:8](=[CH:9][C:10]([C:14]3[CH:27]=[CH:26][C:17]([C:18]([NH:20][CH2:21][CH2:22][N:23]([CH3:24])[CH3:25])=[O:19])=[CH:16][CH:15]=3)=[CH:11][CH:12]=2)[C@H:7]([NH:28][C:31]2[N:36]=[CH:35][CH:34]=[CH:33][N:32]=2)[CH2:6][C@@H:5]1[CH3:29])(=[O:3])[CH3:2]. The yield is 0.365. (2) The product is [CH:1]([O:4][C:5]1[CH:10]=[C:9]([NH2:11])[CH:8]=[CH:7][C:6]=1[N:14]1[CH2:19][CH2:18][N:17]([CH3:20])[CH2:16][CH2:15]1)([CH3:3])[CH3:2]. The yield is 0.940. The reactants are [CH:1]([O:4][C:5]1[CH:10]=[C:9]([N+:11]([O-])=O)[CH:8]=[CH:7][C:6]=1[N:14]1[CH2:19][CH2:18][N:17]([CH3:20])[CH2:16][CH2:15]1)([CH3:3])[CH3:2]. The catalyst is [Pd].CO. (3) The catalyst is C(Cl)Cl.O. The product is [C:34]([N:1]1[CH2:6][CH2:5][CH:4]([O:7][C:8]2[C:9]3[N:17]=[C:16]([C:18]4[CH:19]=[C:20]([NH:24][S:25]([C:28]5[CH:33]=[CH:32][CH:31]=[CH:30][CH:29]=5)(=[O:26])=[O:27])[CH:21]=[N:22][CH:23]=4)[CH:15]=[CH:14][C:10]=3[N:11]=[CH:12][N:13]=2)[CH2:3][CH2:2]1)(=[O:35])[CH3:36]. The reactants are [NH:1]1[CH2:6][CH2:5][CH:4]([O:7][C:8]2[C:9]3[N:17]=[C:16]([C:18]4[CH:19]=[C:20]([NH:24][S:25]([C:28]5[CH:33]=[CH:32][CH:31]=[CH:30][CH:29]=5)(=[O:27])=[O:26])[CH:21]=[N:22][CH:23]=4)[CH:15]=[CH:14][C:10]=3[N:11]=[CH:12][N:13]=2)[CH2:3][CH2:2]1.[C:34](Cl)([CH3:36])=[O:35]. The yield is 0.0700. (4) The reactants are [Br:1][C:2]1[CH:7]=[CH:6][C:5]([CH3:8])=[CH:4][C:3]=1[F:9].N1C=CC=CC=1.[Mn]([O-])(=O)(=O)=[O:17].[K+].[OH2:22]. No catalyst specified. The product is [Br:1][C:2]1[CH:7]=[CH:6][C:5]([C:8]([OH:17])=[O:22])=[CH:4][C:3]=1[F:9]. The yield is 0.730.